The task is: Predict the reactants needed to synthesize the given product.. This data is from Full USPTO retrosynthesis dataset with 1.9M reactions from patents (1976-2016). (1) Given the product [Cl:1][C:2]1[CH:12]=[CH:11][CH:10]=[C:9]([Si:13]([CH2:15][CH3:17])([CH3:14])[CH3:16])[C:3]=1[C:4]([NH:6][CH2:7][CH3:8])=[O:5], predict the reactants needed to synthesize it. The reactants are: [Cl:1][C:2]1[CH:12]=[CH:11][CH:10]=[C:9]([Si:13]([CH3:16])([CH3:15])[CH3:14])[C:3]=1[C:4]([NH:6][CH2:7][CH3:8])=[O:5].[CH3:17]N(CCN(C)C)C.[Li]C(C)(C)C.CCCCC.CI. (2) Given the product [CH3:1][O:2][C:3](=[O:15])[CH:4]([CH2:18][C:17]#[CH:16])[C:5]1[CH:14]=[CH:13][C:8]([C:9]([O:11][CH3:12])=[O:10])=[CH:7][CH:6]=1, predict the reactants needed to synthesize it. The reactants are: [CH3:1][O:2][C:3](=[O:15])[CH2:4][C:5]1[CH:14]=[CH:13][C:8]([C:9]([O:11][CH3:12])=[O:10])=[CH:7][CH:6]=1.[CH2:16](Br)[C:17]#[CH:18].C(O)(=O)C.O. (3) The reactants are: Br[C:2]1[CH:7]=[CH:6][C:5]([N:8]2[CH2:13][CH2:12][CH:11]([C:14]3[CH:19]=[CH:18][CH:17]=[CH:16][CH:15]=3)[CH2:10][CH2:9]2)=[CH:4][CH:3]=1.C([Li])(C)(C)C.[Cl:25][C:26]1[CH:37]=[CH:36][C:29]([C:30](N(OC)C)=[O:31])=[CH:28][C:27]=1[S:38](=[O:41])(=[O:40])[NH2:39]. Given the product [Cl:25][C:26]1[CH:37]=[CH:36][C:29]([C:30](=[O:31])[C:2]2[CH:7]=[CH:6][C:5]([N:8]3[CH2:13][CH2:12][CH:11]([C:14]4[CH:19]=[CH:18][CH:17]=[CH:16][CH:15]=4)[CH2:10][CH2:9]3)=[CH:4][CH:3]=2)=[CH:28][C:27]=1[S:38]([NH2:39])(=[O:41])=[O:40], predict the reactants needed to synthesize it.